Task: Predict which catalyst facilitates the given reaction.. Dataset: Catalyst prediction with 721,799 reactions and 888 catalyst types from USPTO (1) Reactant: O.CC(C)[O-].CC(C)[O-].CC(C)[O-].CC(C)[O-].[Zr+4:18].C(CC(=O)C)(=O)C.[CH3:26][CH:27]([O:31][C:32]([CH3:34])=[O:33])[CH2:28][O:29][CH3:30]. Product: [CH3:26][CH:27]([O:31][C:32]([CH3:34])=[O:33])[CH2:28][O:29][CH3:30].[Zr:18]. The catalyst class is: 32. (2) Reactant: [CH2:1]([C:3]1[CH:4]=[N:5][C:6]([N:9]2[CH2:14][CH2:13][CH:12]([C@H:15]3[CH2:17][C@H:16]3[CH2:18][OH:19])[CH2:11][CH2:10]2)=[N:7][CH:8]=1)[CH3:2].C[N+]1([O-])CCOCC1. Product: [CH2:1]([C:3]1[CH:4]=[N:5][C:6]([N:9]2[CH2:14][CH2:13][CH:12]([C@H:15]3[CH2:17][C@H:16]3[CH:18]=[O:19])[CH2:11][CH2:10]2)=[N:7][CH:8]=1)[CH3:2]. The catalyst class is: 678.